From a dataset of Reaction yield outcomes from USPTO patents with 853,638 reactions. Predict the reaction yield, written as a fraction of the theoretical maximum amount of product (1.0 means a 100% yield; for example, 0.34 means a 34% yield). (1) The product is [CH2:27]([N:7]([CH2:6][C:2]1[O:1][CH:5]=[CH:4][CH:3]=1)[S:8]([C:11]1[CH:19]=[CH:18][C:14]([C:15]([OH:17])=[O:16])=[CH:13][CH:12]=1)(=[O:10])=[O:9])[C:28]1[CH:33]=[CH:32][CH:31]=[CH:30][CH:29]=1. The yield is 0.350. The catalyst is CN(C=O)C.C(OCC)(=O)C. The reactants are [O:1]1[CH:5]=[CH:4][CH:3]=[C:2]1[CH2:6][NH:7][S:8]([C:11]1[CH:19]=[CH:18][C:14]([C:15]([OH:17])=[O:16])=[CH:13][CH:12]=1)(=[O:10])=[O:9].C(=O)([O-])[O-].[Cs+].[Cs+].Br[CH2:27][C:28]1[CH:33]=[CH:32][CH:31]=[CH:30][CH:29]=1. (2) The reactants are [S:1]1[CH:5]=[CH:4][CH:3]=[C:2]1[CH2:6][C:7]([OH:9])=[O:8].Cl.[CH3:11]O. No catalyst specified. The product is [CH3:11][O:8][C:7](=[O:9])[CH2:6][C:2]1[S:1][CH:5]=[CH:4][CH:3]=1. The yield is 0.790. (3) The reactants are [Cl-].O[NH3+:3].[C:4](=[O:7])([O-])[OH:5].[Na+].CS(C)=O.[CH2:13]([C:17]1[N:18]=[C:19]([CH2:48][CH:49]2[CH2:51][CH2:50]2)[N:20]([C:39]2[CH:40]=[CH:41][C:42]3[O:46][CH2:45][CH2:44][C:43]=3[CH:47]=2)[C:21](=[O:38])[C:22]=1[CH2:23][C:24]1[CH:29]=[CH:28][C:27]([C:30]2[C:31]([C:36]#[N:37])=[CH:32][CH:33]=[CH:34][CH:35]=2)=[CH:26][CH:25]=1)[CH2:14][CH2:15][CH3:16]. The catalyst is C(OCC)(=O)C. The product is [CH2:13]([C:17]1[N:18]=[C:19]([CH2:48][CH:49]2[CH2:50][CH2:51]2)[N:20]([C:39]2[CH:40]=[CH:41][C:42]3[O:46][CH2:45][CH2:44][C:43]=3[CH:47]=2)[C:21](=[O:38])[C:22]=1[CH2:23][C:24]1[CH:25]=[CH:26][C:27]([C:30]2[CH:35]=[CH:34][CH:33]=[CH:32][C:31]=2[C:36]2[NH:3][C:4](=[O:7])[O:5][N:37]=2)=[CH:28][CH:29]=1)[CH2:14][CH2:15][CH3:16]. The yield is 0.820. (4) The reactants are FC1C=CC(C(=O)CBr)=CC=1.[C:12]([CH:14]([CH2:20][C:21]([C:23]1[CH:28]=[CH:27][C:26]([F:29])=[CH:25][CH:24]=1)=O)[C:15]([O:17][CH2:18][CH3:19])=[O:16])#[N:13].FC1C=CC(C2NC=C(C(OCC)=O)C=2)=CC=1.[H-].[Na+].[F:49][C:50]1[CH:55]=[CH:54][C:53]([S:56](Cl)(=[O:58])=[O:57])=[CH:52][CH:51]=1. The catalyst is CN(C)C=O.O. The product is [F:29][C:26]1[CH:27]=[CH:28][C:23]([C:21]2[N:13]([S:56]([C:53]3[CH:54]=[CH:55][C:50]([F:49])=[CH:51][CH:52]=3)(=[O:58])=[O:57])[CH:12]=[C:14]([C:15]([O:17][CH2:18][CH3:19])=[O:16])[CH:20]=2)=[CH:24][CH:25]=1. The yield is 0.970. (5) The reactants are [CH2:1]([C:4]1[N:8]([CH2:9][C:10]([O:12]C)=O)[N:7]=[C:6]([C:14]([F:17])([F:16])[F:15])[CH:5]=1)[CH:2]=[CH2:3].[NH2:18][C@@H:19]([CH2:31][C:32]1[CH:37]=[CH:36][CH:35]=[C:34]([Br:38])[CH:33]=1)[C:20]([N:22]([C:24]1[CH:29]=[CH:28][C:27]([Cl:30])=[CH:26][CH:25]=1)[CH3:23])=[O:21].CN(C(ON1N=NC2C=CC=NC1=2)=[N+](C)C)C.F[P-](F)(F)(F)(F)F.CCN(C(C)C)C(C)C. The catalyst is CN(C=O)C. The product is [CH2:1]([C:4]1[N:8]([CH2:9][C:10]([NH:18][C@@H:19]([CH2:31][C:32]2[CH:37]=[CH:36][CH:35]=[C:34]([Br:38])[CH:33]=2)[C:20]([N:22]([C:24]2[CH:25]=[CH:26][C:27]([Cl:30])=[CH:28][CH:29]=2)[CH3:23])=[O:21])=[O:12])[N:7]=[C:6]([C:14]([F:17])([F:16])[F:15])[CH:5]=1)[CH:2]=[CH2:3]. The yield is 0.240. (6) The catalyst is CO.[Pd]. The product is [CH3:1][N:2]([CH3:22])[S:3]([CH:6]1[CH2:7][CH2:8][NH:9][CH2:10][CH2:11]1)(=[O:5])=[O:4]. The reactants are [CH3:1][N:2]([CH3:22])[S:3]([CH:6]1[CH2:11][CH2:10][N:9](C(OCC2C=CC=CC=2)=O)[CH2:8][CH2:7]1)(=[O:5])=[O:4].[H][H]. The yield is 0.870. (7) The reactants are [N:1]1[CH:6]=[CH:5][CH:4]=[CH:3][C:2]=1[Si:7]([CH3:10])([CH3:9])[CH3:8].C([Li])(C)(C)C.CCCCC.[CH3:21][Si:22](C[Li])([CH3:29])[C:23]1C=CC=CN=1.Cl[Si](C)(C)C.Cl. The catalyst is C(OCC)C. The product is [CH3:8][Si:7]([CH3:10])([C:2]1[CH:3]=[CH:4][CH:5]=[CH:6][N:1]=1)[CH2:9][Si:22]([CH3:29])([CH3:23])[CH3:21]. The yield is 0.930.